Dataset: Acute oral toxicity (LD50) regression data from Zhu et al.. Task: Regression/Classification. Given a drug SMILES string, predict its toxicity properties. Task type varies by dataset: regression for continuous values (e.g., LD50, hERG inhibition percentage) or binary classification for toxic/non-toxic outcomes (e.g., AMES mutagenicity, cardiotoxicity, hepatotoxicity). Dataset: ld50_zhu. (1) The rat oral LD50 is 2.97, given as -log10 of the dose in mol/kg body weight (higher means more acutely toxic). The molecule is CC(C)COC(=O)COc1ccc(Cl)cc1Cl. (2) The compound is CN(C(=O)CF)c1cccc2ccccc12. The rat oral LD50 is 3.51, given as -log10 of the dose in mol/kg body weight (higher means more acutely toxic). (3) The molecule is O=S1(=O)CCCC1. The rat oral LD50 is 1.79, given as -log10 of the dose in mol/kg body weight (higher means more acutely toxic). (4) The rat oral LD50 is 2.45, given as -log10 of the dose in mol/kg body weight (higher means more acutely toxic). The compound is CNC1CCCCC1. (5) The rat oral LD50 is 2.70, given as -log10 of the dose in mol/kg body weight (higher means more acutely toxic). The drug is O=C(CCCN1CC=C(n2c(=O)[nH]c3ccccc32)CC1)c1ccc(F)cc1. (6) The molecule is O=c1oc2ccccc2c(O)c1Cc1c(O)c2ccccc2oc1=O. The rat oral LD50 is 3.13, given as -log10 of the dose in mol/kg body weight (higher means more acutely toxic). (7) The compound is Cc1[nH]nc(Cl)c1[N+](=O)[O-]. The rat oral LD50 is 2.66, given as -log10 of the dose in mol/kg body weight (higher means more acutely toxic).